Dataset: Experimentally validated miRNA-target interactions with 360,000+ pairs, plus equal number of negative samples. Task: Binary Classification. Given a miRNA mature sequence and a target amino acid sequence, predict their likelihood of interaction. (1) The miRNA is hsa-miR-6132 with sequence AGCAGGGCUGGGGAUUGCA. The protein sequence of the target gene is MDGTTAPVTKSGAAKLVKRNFLEALKSNDFGKLKAILIQRQIDVDTVFEVEDENMVLASYKQGYWLPSYKLKSSWATGLHLSVLFGHVECLLVLLDHNATINCRPNGKTPLHVACEMANVDCVKILCDRGAKLNCYSLSGHTALHFCTTPSSILCAKQLVWRGANVNMKTNNQDEETPLHTAAHFGLSELVAFYVEHGAIVDSVNAHMETPLAIAAYWALRFKEQEYSTEHHLVCRMLLDYKAEVNARDDDFKSPLHKAAWNCDHVLMHMMLEAGAEANLMDINGCAAIQYVLKVTSVRP.... Result: 0 (no interaction). (2) The miRNA is hsa-miR-4789-3p with sequence CACACAUAGCAGGUGUAUAUA. The protein sequence of the target gene is MDFPTISRSPSGPPAMDLEGPRDILVPSEDLTPDSQWDPMPGGPGSLSRMELDESSLQELVQQFEALPGDLVGPSPGGAPCPLHIATGHGLASQEIADAHGLLSAEAGRDDLLGLLHCEECPPSQTGPEEPLEPAPRLLQPPEDPDEDSDSPEWVEGASAEQEGSRSSSSSPEPWLETVPLVTPEEPPAGAQSPETLASYPAPQEVPGPCDHEDLLDGVIFGARYLGSTQLVSERNPPTSTRMAQAREAMDRVKAPDGETQPMTEVDLFVSTKRIKVLTADSQEAMMDHALHTISYTADI.... Result: 0 (no interaction). (3) The miRNA is hsa-miR-518e-3p with sequence AAAGCGCUUCCCUUCAGAGUG. The protein sequence of the target gene is MVAPGSVGSRLGAVFPFLLVLVDLQYEGAECGVNADVEKHLELGKKLLAAGQLADALSQFHAAVDGDPDNYIAYYRRATVFLAMGKSKAALPDLTKVIALKMDFTAARLQRGHLLLKQGKLDEAEDDFKKVLKSNPSEQEEKEAESQLVKADEMQRLRSQALDAFDGADYTAAITFLDKILEVCVWDAELRELRAECFIKEGEPRKAISDLKAASKLKSDNTEAFYKISTLYYQLGDHELSLSEVRECLKLDQDHKRCFAHYKQVKKLNKLIESAEELIRDGRYTDATSKYESVMKTEPS.... Result: 0 (no interaction).